Dataset: Catalyst prediction with 721,799 reactions and 888 catalyst types from USPTO. Task: Predict which catalyst facilitates the given reaction. Reactant: [F:1][C:2]([F:22])([F:21])[C:3]([C:5]1[CH:10]=[C:9]([CH:11]([C:13]2[CH:18]=[CH:17][C:16]([F:19])=[CH:15][CH:14]=2)[OH:12])[CH:8]=[CH:7][C:6]=1[F:20])=[O:4].CC1(C)N([O])C(C)(C)CCC1.[K+].[Br-].C([O-])(O)=O.[Na+].[O-]Cl.[Na+]. Product: [F:22][C:2]([F:1])([F:21])[C:3]([C:5]1[CH:10]=[C:9]([C:11](=[O:12])[C:13]2[CH:18]=[CH:17][C:16]([F:19])=[CH:15][CH:14]=2)[CH:8]=[CH:7][C:6]=1[F:20])=[O:4]. The catalyst class is: 2.